This data is from Full USPTO retrosynthesis dataset with 1.9M reactions from patents (1976-2016). The task is: Predict the reactants needed to synthesize the given product. (1) Given the product [F:14][C:9]1[CH:10]=[CH:11][CH:12]=[CH:13][C:8]=1[C:6](=[O:7])[CH2:5][CH2:4][CH2:3][CH2:2][N:15]1[CH2:20][CH2:19][CH:18]([C:21]2[CH:22]=[C:23]([NH:27][C:28]([CH:30]3[CH2:31][CH2:32]3)=[O:29])[CH:24]=[CH:25][CH:26]=2)[CH2:17][CH2:16]1, predict the reactants needed to synthesize it. The reactants are: Cl[CH2:2][CH2:3][CH2:4][CH2:5][C:6]([C:8]1[CH:13]=[CH:12][CH:11]=[CH:10][C:9]=1[F:14])=[O:7].[NH:15]1[CH2:20][CH2:19][CH:18]([C:21]2[CH:22]=[C:23]([NH:27][C:28]([CH:30]3[CH2:32][CH2:31]3)=[O:29])[CH:24]=[CH:25][CH:26]=2)[CH2:17][CH2:16]1. (2) Given the product [C:1]([O:5][C:6]([N:8]1[CH2:13][CH2:12][N:11]([C:14]2[CH:15]=[CH:16][C:17]([NH2:20])=[CH:18][CH:19]=2)[CH2:10][CH2:9]1)=[O:7])([CH3:4])([CH3:2])[CH3:3], predict the reactants needed to synthesize it. The reactants are: [C:1]([O:5][C:6]([N:8]1[CH2:13][CH2:12][N:11]([C:14]2[CH:19]=[CH:18][C:17]([N+:20]([O-])=O)=[CH:16][CH:15]=2)[CH2:10][CH2:9]1)=[O:7])([CH3:4])([CH3:3])[CH3:2].[H][H]. (3) Given the product [CH2:1]([NH:8][C:9]([C:11]1[S:15][C:14]([NH2:16])=[N:13][C:12]=1[CH2:24][N:25]1[CH2:30][CH2:29][O:28][CH2:27][CH2:26]1)=[O:10])[C:2]1[CH:7]=[CH:6][CH:5]=[CH:4][CH:3]=1, predict the reactants needed to synthesize it. The reactants are: [CH2:1]([NH:8][C:9]([C:11]1[S:15][C:14]([NH:16]C(OC(C)(C)C)=O)=[N:13][C:12]=1[CH2:24][N:25]1[CH2:30][CH2:29][O:28][CH2:27][CH2:26]1)=[O:10])[C:2]1[CH:7]=[CH:6][CH:5]=[CH:4][CH:3]=1.Cl. (4) Given the product [NH2:37][C:38]1[N:43]=[C:42]([S:44]([NH:47][C:8]([C:7]2[C:2]([Cl:1])=[N:3][C:4]([C:11]3[CH:16]=[C:15]([O:17][CH2:18][CH:19]([CH3:21])[CH3:20])[CH:14]=[C:13]([F:22])[CH:12]=3)=[CH:5][CH:6]=2)=[O:10])(=[O:46])=[O:45])[CH:41]=[CH:40][CH:39]=1, predict the reactants needed to synthesize it. The reactants are: [Cl:1][C:2]1[C:7]([C:8]([OH:10])=O)=[CH:6][CH:5]=[C:4]([C:11]2[CH:16]=[C:15]([O:17][CH2:18][CH:19]([CH3:21])[CH3:20])[CH:14]=[C:13]([F:22])[CH:12]=2)[N:3]=1.C(N1C=CN=C1)(N1C=CN=C1)=O.[H-].[Na+].[NH2:37][C:38]1[N:43]=[C:42]([S:44]([NH2:47])(=[O:46])=[O:45])[CH:41]=[CH:40][CH:39]=1. (5) Given the product [CH3:22][N:23]([N:12]=[N:1][C:2]1[C:3]([C:7]([O:9][CH3:10])=[O:8])=[CH:4][S:5][CH:6]=1)[CH3:24], predict the reactants needed to synthesize it. The reactants are: [NH2:1][C:2]1[C:3]([C:7]([O:9][CH3:10])=[O:8])=[CH:4][S:5][CH:6]=1.Cl.[N:12]([O-])=O.[Na+].C([O-])([O-])=O.[K+].[K+].[CH3:22][NH:23][CH3:24]. (6) Given the product [C:28]([C:23]1[CH:24]=[CH:25][CH:26]=[CH:27][C:22]=1[C:19]1[CH:20]=[CH:21][C:16]([CH2:15][C:12]2[C:13](=[O:14])[N:8]([C@H:5]3[CH2:4][CH2:3][C@H:2]([O:1][CH2:38][C:39]([O:41][CH2:42][CH3:43])=[O:40])[CH2:7][CH2:6]3)[C:9]3[N:10]([N:33]=[CH:34][CH:35]=3)[C:11]=2[CH2:30][CH2:31][CH3:32])=[CH:17][CH:18]=1)#[N:29], predict the reactants needed to synthesize it. The reactants are: [OH:1][C@H:2]1[CH2:7][CH2:6][C@H:5]([N:8]2[C:13](=[O:14])[C:12]([CH2:15][C:16]3[CH:21]=[CH:20][C:19]([C:22]4[C:23]([C:28]#[N:29])=[CH:24][CH:25]=[CH:26][CH:27]=4)=[CH:18][CH:17]=3)=[C:11]([CH2:30][CH2:31][CH3:32])[N:10]3[N:33]=[CH:34][CH:35]=[C:9]23)[CH2:4][CH2:3]1.[N+](=[CH:38][C:39]([O:41][CH2:42][CH3:43])=[O:40])=[N-].C(OCC)(=O)C.O. (7) Given the product [Cl:1][C:2]1[CH:3]=[C:4]([C:12]2[O:16][N:15]=[C:14]([C:17]3[CH:18]=[CH:19][CH:20]=[C:21]4[C:25]=3[NH:24][CH:23]=[C:22]4[C:26]([NH:30][CH2:40][CH2:41][C:42]([O:38][CH2:34][CH3:35])=[O:43])=[O:28])[N:13]=2)[CH:5]=[CH:6][C:7]=1[O:8][CH:9]([CH3:10])[CH3:11], predict the reactants needed to synthesize it. The reactants are: [Cl:1][C:2]1[CH:3]=[C:4]([C:12]2[O:16][N:15]=[C:14]([C:17]3[CH:18]=[CH:19][CH:20]=[C:21]4[C:25]=3[NH:24][CH:23]=[C:22]4[C:26]([OH:28])=O)[N:13]=2)[CH:5]=[CH:6][C:7]=1[O:8][CH:9]([CH3:11])[CH3:10].C[N:30](C=O)C.[C:34](Cl)(=[O:38])[C:35](Cl)=O.[CH2:40]1C[O:43][CH2:42][CH2:41]1. (8) Given the product [CH3:1][N:2]1[C:6]2[CH:7]=[CH:8][CH:9]=[C:10]([NH:11][C:12]([C:14]3[C:18]4[N:19]=[C:20]([NH:30][C@@H:25]5[CH2:26][CH2:27][CH2:28][CH2:29][C@@H:24]5[NH2:31])[N:21]=[CH:22][C:17]=4[S:16][CH:15]=3)=[O:13])[C:5]=2[N:4]=[CH:3]1, predict the reactants needed to synthesize it. The reactants are: [CH3:1][N:2]1[C:6]2[CH:7]=[CH:8][CH:9]=[C:10]([NH:11][C:12]([C:14]3[C:18]4[N:19]=[C:20](Cl)[N:21]=[CH:22][C:17]=4[S:16][CH:15]=3)=[O:13])[C:5]=2[N:4]=[CH:3]1.[C@@H:24]1([NH2:31])[CH2:29][CH2:28][CH2:27][CH2:26][C@@H:25]1[NH2:30].O.ClCCl. (9) Given the product [Cl:1][C:2]1[C:7]2[N:8]=[C:9]([NH:11][C:12]([N:14]3[CH:18]=[CH:17][N:16]=[CH:15]3)=[S:13])[S:10][C:6]=2[CH:5]=[CH:4][CH:3]=1, predict the reactants needed to synthesize it. The reactants are: [Cl:1][C:2]1[C:7]2[N:8]=[C:9]([NH2:11])[S:10][C:6]=2[CH:5]=[CH:4][CH:3]=1.[C:12](N1C=CN=C1)([N:14]1[CH:18]=[CH:17][N:16]=[CH:15]1)=[S:13]. (10) Given the product [CH3:1][O:2][C:3]([C:5]1[CH:6]=[C:7]2[C:11](=[CH:12][CH:13]=1)[NH:10][N:9]=[C:8]2[C:14](=[O:16])[NH:17][C:18]1[CH:19]=[CH:20][C:21]([N:24]2[CH2:29][CH2:28][O:27][CH2:26][C:25]2=[O:30])=[CH:22][CH:23]=1)=[O:4], predict the reactants needed to synthesize it. The reactants are: [CH3:1][O:2][C:3]([C:5]1[CH:6]=[C:7]2[C:11](=[CH:12][CH:13]=1)[NH:10][N:9]=[C:8]2[C:14]([OH:16])=O)=[O:4].[NH2:17][C:18]1[CH:23]=[CH:22][C:21]([N:24]2[CH2:29][CH2:28][O:27][CH2:26][C:25]2=[O:30])=[CH:20][CH:19]=1.C1N(P(Cl)(N2C(=O)OCC2)=O)C(=O)OC1.CCN(CC)CC.